The task is: Predict the reaction yield, written as a fraction of the theoretical maximum amount of product (1.0 means a 100% yield; for example, 0.34 means a 34% yield).. This data is from Reaction yield outcomes from USPTO patents with 853,638 reactions. The reactants are [CH2:1]([C:4]1[C:8](/[CH:9]=[CH:10]/[C:11]([O:13][CH2:14][CH3:15])=[O:12])=[CH:7][N:6]([C:16]2[CH:21]=[CH:20][C:19]([C:22]([F:25])([F:24])[F:23])=[CH:18][N:17]=2)[N:5]=1)[CH2:2][CH3:3]. The catalyst is [C].[Pd].O1CCCC1. The product is [CH2:1]([C:4]1[C:8]([CH2:9][CH2:10][C:11]([O:13][CH2:14][CH3:15])=[O:12])=[CH:7][N:6]([C:16]2[CH:21]=[CH:20][C:19]([C:22]([F:23])([F:25])[F:24])=[CH:18][N:17]=2)[N:5]=1)[CH2:2][CH3:3]. The yield is 0.930.